The task is: Regression. Given a peptide amino acid sequence and an MHC pseudo amino acid sequence, predict their binding affinity value. This is MHC class II binding data.. This data is from Peptide-MHC class II binding affinity with 134,281 pairs from IEDB. (1) The peptide sequence is FILATDIAEMGANLC. The MHC is HLA-DQA10501-DQB10402 with pseudo-sequence HLA-DQA10501-DQB10402. The binding affinity (normalized) is 0.460. (2) The peptide sequence is QEALEDFREFSRAKG. The MHC is HLA-DQA10501-DQB10201 with pseudo-sequence HLA-DQA10501-DQB10201. The binding affinity (normalized) is 0.0271. (3) The peptide sequence is VIPAGELQVIEKVDAAFKVA. The MHC is HLA-DPA10201-DPB10101 with pseudo-sequence HLA-DPA10201-DPB10101. The binding affinity (normalized) is 0.353. (4) The peptide sequence is VDCRPFNGGESKLKA. The MHC is DRB1_0901 with pseudo-sequence DRB1_0901. The binding affinity (normalized) is 0.362. (5) The MHC is DRB1_0802 with pseudo-sequence DRB1_0802. The peptide sequence is LDAAYSVAYKAAVGA. The binding affinity (normalized) is 0.188.